From a dataset of Forward reaction prediction with 1.9M reactions from USPTO patents (1976-2016). Predict the product of the given reaction. (1) Given the reactants [NH:1]1[C:10]2[C:5](=[CH:6][CH:7]=[CH:8][CH:9]=2)[CH2:4][CH2:3][C:2]1=[O:11].[I:12]I, predict the reaction product. The product is: [I:12][C:7]1[CH:6]=[C:5]2[C:10](=[CH:9][CH:8]=1)[NH:1][C:2](=[O:11])[CH2:3][CH2:4]2. (2) Given the reactants S(Cl)(Cl)=O.[Br:5][CH2:6][CH2:7][CH2:8][CH2:9][CH2:10][C:11]([OH:13])=[O:12].[CH3:14]O, predict the reaction product. The product is: [Br:5][CH2:6][CH2:7][CH2:8][CH2:9][CH2:10][C:11]([O:13][CH3:14])=[O:12]. (3) Given the reactants [Cl:1][C:2]1[N:7]=[C:6]([C:8]2[N:9](C(OC(C)(C)C)=O)[C:10]3[C:15]([CH:16]=2)=[C:14]([F:17])[CH:13]=[CH:12][CH:11]=3)[CH:5]=[N:4][CH:3]=1, predict the reaction product. The product is: [Cl:1][C:2]1[N:7]=[C:6]([C:8]2[NH:9][C:10]3[C:15]([CH:16]=2)=[C:14]([F:17])[CH:13]=[CH:12][CH:11]=3)[CH:5]=[N:4][CH:3]=1. (4) Given the reactants Br[CH:2]([CH3:18])[C:3]([O:5][CH2:6][CH2:7][CH2:8][CH2:9][CH2:10][CH2:11][CH2:12][CH2:13][CH2:14][CH2:15][CH2:16][CH3:17])=[O:4].C(=O)(O)[O-].[Na+].[CH:24]([NH2:27])([CH3:26])[CH3:25], predict the reaction product. The product is: [CH:24]([NH:27][CH:2]([CH3:18])[C:3]([O:5][CH2:6][CH2:7][CH2:8][CH2:9][CH2:10][CH2:11][CH2:12][CH2:13][CH2:14][CH2:15][CH2:16][CH3:17])=[O:4])([CH3:26])[CH3:25].